From a dataset of Catalyst prediction with 721,799 reactions and 888 catalyst types from USPTO. Predict which catalyst facilitates the given reaction. (1) Reactant: [C:1]([C:5]1[CH:10]=[CH:9][C:8]([N:11]2[C:15](=[O:16])[C:14]([CH3:18])([CH3:17])[N:13]([CH2:19][C:20]3[CH:25]=[CH:24][N:23]=[C:22]([NH:26][C:27](=[O:29])[CH3:28])[CH:21]=3)[C:12]2=[O:30])=[CH:7][CH:6]=1)([CH3:4])([CH3:3])[CH3:2].ClC1C=CC=C(C(OO)=[O:39])C=1. Product: [C:1]([C:5]1[CH:10]=[CH:9][C:8]([N:11]2[C:15](=[O:16])[C:14]([CH3:18])([CH3:17])[N:13]([CH2:19][C:20]3[CH:25]=[CH:24][N+:23]([O-:39])=[C:22]([NH:26][C:27](=[O:29])[CH3:28])[CH:21]=3)[C:12]2=[O:30])=[CH:7][CH:6]=1)([CH3:2])([CH3:3])[CH3:4]. The catalyst class is: 4. (2) Reactant: [C:1]1(=[O:11])[O:6][C:4](=O)[C:3]2=[CH:7][CH:8]=[CH:9][CH:10]=[C:2]12.C(O)(=O)C.[NH2:16][C:17]1[CH:25]=[CH:24][C:20]([C:21]([OH:23])=[O:22])=[CH:19][CH:18]=1. Product: [C:21]([C:20]1[CH:24]=[CH:25][C:17]([N:16]2[C:1](=[O:11])[C:2]3=[CH:10][CH:9]=[CH:8][CH:7]=[C:3]3[C:4]2=[O:6])=[CH:18][CH:19]=1)([OH:23])=[O:22]. The catalyst class is: 6. (3) Reactant: [F:1][C:2]1[CH:12]=[CH:11][C:5]([CH:6]=[CH:7][C:8]([OH:10])=O)=[CH:4][CH:3]=1.[CH3:13][N:14]1[CH2:19][CH2:18][N:17]([C:20]2[CH:21]=[C:22]([C@@H:26]([NH2:28])[CH3:27])[CH:23]=[CH:24][CH:25]=2)[CH2:16][CH2:15]1.C(Cl)CCl.C(N(CC)CC)C. Product: [F:1][C:2]1[CH:3]=[CH:4][C:5]([CH:6]=[CH:7][C:8]([NH:28][C@H:26]([C:22]2[CH:23]=[CH:24][CH:25]=[C:20]([N:17]3[CH2:18][CH2:19][N:14]([CH3:13])[CH2:15][CH2:16]3)[CH:21]=2)[CH3:27])=[O:10])=[CH:11][CH:12]=1. The catalyst class is: 166. (4) Product: [C:1]1([O:11][CH2:13][C:14]([O:16][CH2:17][CH3:18])=[O:15])[C:10]2[C:5](=[CH:6][CH:7]=[CH:8][CH:9]=2)[CH:4]=[CH:3][CH:2]=1. Reactant: [C:1]1([OH:11])[C:10]2[C:5](=[CH:6][CH:7]=[CH:8][CH:9]=2)[CH:4]=[CH:3][CH:2]=1.Br[CH2:13][C:14]([O:16][CH2:17][CH3:18])=[O:15].C([O-])([O-])=O.[K+].[K+]. The catalyst class is: 23. (5) Reactant: CC([CH:5]1[CH2:10][CH:9]([CH2:11][CH2:12][N:13]2[CH2:18][CH2:17][CH:16]([O:19][C:20]3[CH:21]=[C:22]([CH2:30][CH2:31][CH2:32][CH3:33])[CH:23]=[C:24]4[C:29]=3[N:28]=[CH:27][CH:26]=[CH:25]4)[CH2:15][CH2:14]2)[CH2:8][CH2:7][N:6]1C([O-])=O)(C)C.C(O)(C(F)(F)F)=O.C1(C)C=CC=CC=1. Product: [CH2:30]([C:22]1[CH:23]=[C:24]2[C:29](=[C:20]([O:19][CH:16]3[CH2:17][CH2:18][N:13]([CH2:12][CH2:11][CH:9]4[CH2:8][CH2:7][NH:6][CH2:5][CH2:10]4)[CH2:14][CH2:15]3)[CH:21]=1)[N:28]=[CH:27][CH:26]=[CH:25]2)[CH2:31][CH2:32][CH3:33]. The catalyst class is: 2. (6) The catalyst class is: 29. Reactant: [NH2:1][C:2]1[N:7]=[C:6]([N:8]2[CH2:13][CH2:12][CH2:11][C@@H:10]([C:14]([O:16][CH2:17][CH3:18])=[O:15])[CH2:9]2)[CH:5]=[CH:4][C:3]=1[N+:19]([O-])=O.[H][H]. Product: [NH2:19][C:3]1[CH:4]=[CH:5][C:6]([N:8]2[CH2:13][CH2:12][CH2:11][C@@H:10]([C:14]([O:16][CH2:17][CH3:18])=[O:15])[CH2:9]2)=[N:7][C:2]=1[NH2:1]. (7) The catalyst class is: 5. Product: [C:1]([O:5][C:6]([N:8]([CH2:21][C@@H:22]1[C@@H:26]([C:27]2[CH:28]=[CH:29][CH:30]=[CH:31][CH:32]=2)[CH2:25][N:24]([C:33](=[O:42])[CH2:34][CH2:35][CH2:36][CH2:37][C:38]([OH:40])=[O:39])[CH2:23]1)[C@@H:9]([C:11]1[C:20]2[C:15](=[CH:16][CH:17]=[CH:18][CH:19]=2)[CH:14]=[CH:13][CH:12]=1)[CH3:10])=[O:7])([CH3:2])([CH3:3])[CH3:4]. Reactant: [C:1]([O:5][C:6]([N:8]([CH2:21][C@@H:22]1[C@@H:26]([C:27]2[CH:32]=[CH:31][CH:30]=[CH:29][CH:28]=2)[CH2:25][N:24]([C:33](=[O:42])[CH2:34][CH2:35][CH2:36][CH2:37][C:38]([O:40]C)=[O:39])[CH2:23]1)[C@@H:9]([C:11]1[C:20]2[C:15](=[CH:16][CH:17]=[CH:18][CH:19]=2)[CH:14]=[CH:13][CH:12]=1)[CH3:10])=[O:7])([CH3:4])([CH3:3])[CH3:2].[OH-].[Na+].